This data is from NCI-60 drug combinations with 297,098 pairs across 59 cell lines. The task is: Regression. Given two drug SMILES strings and cell line genomic features, predict the synergy score measuring deviation from expected non-interaction effect. (1) Drug 1: CCC1=CC2CC(C3=C(CN(C2)C1)C4=CC=CC=C4N3)(C5=C(C=C6C(=C5)C78CCN9C7C(C=CC9)(C(C(C8N6C)(C(=O)OC)O)OC(=O)C)CC)OC)C(=O)OC.C(C(C(=O)O)O)(C(=O)O)O. Drug 2: CC1C(C(CC(O1)OC2CC(CC3=C2C(=C4C(=C3O)C(=O)C5=CC=CC=C5C4=O)O)(C(=O)C)O)N)O. Cell line: COLO 205. Synergy scores: CSS=50.5, Synergy_ZIP=2.12, Synergy_Bliss=4.65, Synergy_Loewe=2.44, Synergy_HSA=4.98. (2) Drug 1: CC1=C(N=C(N=C1N)C(CC(=O)N)NCC(C(=O)N)N)C(=O)NC(C(C2=CN=CN2)OC3C(C(C(C(O3)CO)O)O)OC4C(C(C(C(O4)CO)O)OC(=O)N)O)C(=O)NC(C)C(C(C)C(=O)NC(C(C)O)C(=O)NCCC5=NC(=CS5)C6=NC(=CS6)C(=O)NCCC[S+](C)C)O. Drug 2: CCC1(CC2CC(C3=C(CCN(C2)C1)C4=CC=CC=C4N3)(C5=C(C=C6C(=C5)C78CCN9C7C(C=CC9)(C(C(C8N6C)(C(=O)OC)O)OC(=O)C)CC)OC)C(=O)OC)O.OS(=O)(=O)O. Cell line: UACC62. Synergy scores: CSS=13.1, Synergy_ZIP=-2.45, Synergy_Bliss=-0.0749, Synergy_Loewe=-2.32, Synergy_HSA=-2.92. (3) Drug 1: CCC1(CC2CC(C3=C(CCN(C2)C1)C4=CC=CC=C4N3)(C5=C(C=C6C(=C5)C78CCN9C7C(C=CC9)(C(C(C8N6C)(C(=O)OC)O)OC(=O)C)CC)OC)C(=O)OC)O. Drug 2: C1CC(CNC1)C2=CC=C(C=C2)N3C=C4C=CC=C(C4=N3)C(=O)N. Cell line: NCI-H460. Synergy scores: CSS=43.6, Synergy_ZIP=-0.382, Synergy_Bliss=0.677, Synergy_Loewe=-1.15, Synergy_HSA=5.33. (4) Drug 1: C1C(C(OC1N2C=NC(=NC2=O)N)CO)O. Drug 2: COCCOC1=C(C=C2C(=C1)C(=NC=N2)NC3=CC=CC(=C3)C#C)OCCOC.Cl. Cell line: K-562. Synergy scores: CSS=24.7, Synergy_ZIP=-1.52, Synergy_Bliss=-1.94, Synergy_Loewe=-1.82, Synergy_HSA=1.55.